From a dataset of Full USPTO retrosynthesis dataset with 1.9M reactions from patents (1976-2016). Predict the reactants needed to synthesize the given product. (1) Given the product [Cl:1][C:2]1[CH:3]=[N:4][C:5]2[N:6]([N:8]=[C:9]([C:11]([N:16]3[CH2:17][CH2:18][C:19]4[S:23][CH:22]=[C:21]([CH3:24])[C:20]=4[N:15]3[CH3:14])=[O:13])[CH:10]=2)[CH:7]=1, predict the reactants needed to synthesize it. The reactants are: [Cl:1][C:2]1[CH:3]=[N:4][C:5]2[N:6]([N:8]=[C:9]([C:11]([OH:13])=O)[CH:10]=2)[CH:7]=1.[CH3:14][N:15]1[C:20]2[C:21]([CH3:24])=[CH:22][S:23][C:19]=2[CH2:18][CH2:17][NH:16]1. (2) Given the product [Br:28][C:14]1[N:15]([CH2:18][C:19]2[CH:24]=[CH:23][C:22]([CH2:25][OH:26])=[CH:21][CH:20]=2)[C:16]2[C:12]([N:13]=1)=[C:11]([NH2:27])[N:10]=[C:9]([NH:8][CH2:7][C:4]1[CH:3]=[CH:2][N:1]=[CH:6][CH:5]=1)[N:17]=2, predict the reactants needed to synthesize it. The reactants are: [N:1]1[CH:6]=[CH:5][C:4]([CH2:7][NH:8][C:9]2[N:17]=[C:16]3[C:12]([N:13]=[CH:14][N:15]3[CH2:18][C:19]3[CH:24]=[CH:23][C:22]([CH2:25][OH:26])=[CH:21][CH:20]=3)=[C:11]([NH2:27])[N:10]=2)=[CH:3][CH:2]=1.[Br:28]Br.C(=O)([O-])O.[Na+]. (3) The reactants are: CN([C:4]([O:8][N:9]1N=NC2C=CC=N[C:10]1=2)=[N+](C)C)C.F[P-](F)(F)(F)(F)F.[C:25]([NH:29][C:30]1[CH:35]=[C:34]([C:36]2[CH:41]=[CH:40][CH:39]=[CH:38][CH:37]=2)[N:33]=[C:32]([NH:42][C:43]2[CH:48]=[CH:47][C:46]([C:49]3([C:53]([OH:55])=O)[CH2:52][CH2:51][CH2:50]3)=[CH:45][CH:44]=2)[N:31]=1)([CH3:28])([CH3:27])[CH3:26].CCN(C(C)C)C(C)C.Cl.CNOC. Given the product [CH3:4][O:8][N:9]([CH3:10])[C:53]([C:49]1([C:46]2[CH:45]=[CH:44][C:43]([NH:42][C:32]3[N:31]=[C:30]([NH:29][C:25]([CH3:27])([CH3:26])[CH3:28])[CH:35]=[C:34]([C:36]4[CH:37]=[CH:38][CH:39]=[CH:40][CH:41]=4)[N:33]=3)=[CH:48][CH:47]=2)[CH2:52][CH2:51][CH2:50]1)=[O:55], predict the reactants needed to synthesize it. (4) Given the product [CH3:1][S:2][C:3]1[CH:11]=[CH:10][C:6]([C:7]([OH:9])=[O:8])=[C:5]([O:12][C:13](=[O:15])[CH3:14])[CH:4]=1, predict the reactants needed to synthesize it. The reactants are: [CH3:1][S:2][C:3]1[CH:11]=[CH:10][C:6]([C:7]([OH:9])=[O:8])=[C:5]([OH:12])[CH:4]=1.[C:13](OC(=O)C)(=[O:15])[CH3:14].